Task: Predict which catalyst facilitates the given reaction.. Dataset: Catalyst prediction with 721,799 reactions and 888 catalyst types from USPTO (1) Reactant: [NH2:1][C:2]1[CH:31]=[CH:30][C:5]([C:6]([N:8]2[C:17]3[C:12](=[CH:13][CH:14]=[CH:15][CH:16]=3)[C@H:11]([N:18]([C:23]3[CH:28]=[CH:27][CH:26]=[CH:25][CH:24]=3)[C:19](=[O:22])[CH2:20]C)[CH2:10][C@@H:9]2[CH3:29])=[O:7])=[CH:4][CH:3]=1.C(=O)([O-])[O-].[K+].[K+].Br[CH:39]([CH3:44])[C:40]([O:42][CH3:43])=[O:41].O. Product: [CH3:43][O:42][C:40](=[O:41])[CH:39]([NH:1][C:2]1[CH:31]=[CH:30][C:5]([C:6]([N:8]2[C:17]3[C:12](=[CH:13][CH:14]=[CH:15][CH:16]=3)[C@H:11]([N:18]([C:19](=[O:22])[CH3:20])[C:23]3[CH:28]=[CH:27][CH:26]=[CH:25][CH:24]=3)[CH2:10][C@@H:9]2[CH3:29])=[O:7])=[CH:4][CH:3]=1)[CH3:44]. The catalyst class is: 9. (2) Reactant: [Br:1]Br.[Cl:3][C:4]1[CH:9]=[C:8]([F:10])[CH:7]=[CH:6][C:5]=1[O:11][CH3:12]. Product: [Br:1][C:7]1[C:8]([F:10])=[CH:9][C:4]([Cl:3])=[C:5]([O:11][CH3:12])[CH:6]=1. The catalyst class is: 65. (3) Reactant: [CH3:1][C:2]([NH:4][C:5]1[C:10]([Cl:11])=[CH:9][CH:8]=[CH:7][C:6]=1[Cl:12])=O.N1C(C)=CC=CC=1C.S(OS(C(F)(F)F)(=O)=O)(C(F)(F)F)(=O)=O.[CH3:36][O:37][C:38]1[CH:39]=[C:40]([CH:42]=[CH:43][CH:44]=1)[NH2:41].C([O-])(O)=O.[Na+]. Product: [Cl:12][C:6]1[CH:7]=[CH:8][CH:9]=[C:10]([Cl:11])[C:5]=1/[N:4]=[C:2](\[NH:41][C:40]1[CH:42]=[CH:43][CH:44]=[C:38]([O:37][CH3:36])[CH:39]=1)/[CH3:1]. The catalyst class is: 4. (4) Reactant: Br[C:2]1[C:3]2[C:4]3[N:14]=[CH:13][CH:12]=[N:11][C:5]=3[NH:6][C:7]=2[CH:8]=[CH:9][CH:10]=1.[CH2:15]([S:17]([C:20]1[CH:21]=[C:22](B(O)O)[CH:23]=[CH:24][CH:25]=1)(=[O:19])=[O:18])[CH3:16].C(=O)([O-])[O-].[K+].[K+].O. Product: [CH2:15]([S:17]([C:20]1[CH:25]=[C:24]([C:2]2[C:3]3[C:4]4[N:14]=[CH:13][CH:12]=[N:11][C:5]=4[NH:6][C:7]=3[CH:8]=[CH:9][CH:10]=2)[CH:23]=[CH:22][CH:21]=1)(=[O:18])=[O:19])[CH3:16]. The catalyst class is: 77. (5) Reactant: [Cl:1][C:2]1[CH:7]=[CH:6][CH:5]=[CH:4][C:3]=1[S:8]([C:11]1[CH:18]=[CH:17][C:14](C#N)=[C:13](C)[CH:12]=1)(=[O:10])=[O:9].[C:20]([OH:23])(=[O:22])[CH3:21].S(=O)(=O)(O)O. Product: [Cl:1][C:2]1[CH:7]=[CH:6][CH:5]=[CH:4][C:3]=1[S:8]([C:11]1[CH:18]=[CH:17][C:21]([C:20]([OH:23])=[O:22])=[C:13]([CH3:14])[CH:12]=1)(=[O:9])=[O:10]. The catalyst class is: 6. (6) Reactant: C[O:2][C:3]([C:5]1[CH:14]=[C:13]2[C:8]([CH:9]=[CH:10][CH:11]=[N:12]2)=[CH:7][CH:6]=1)=O.COCCO[AlH2-]OCCOC.[Na+]. Product: [N:12]1[C:13]2[C:8](=[CH:7][CH:6]=[C:5]([CH2:3][OH:2])[CH:14]=2)[CH:9]=[CH:10][CH:11]=1. The catalyst class is: 7. (7) Reactant: [F:1][C:2]([F:20])([F:19])[C:3]([F:18])([C:8]1[CH:13]=[CH:12][C:11]([OH:14])=[C:10]([N+:15]([O-])=O)[CH:9]=1)[C:4]([F:7])([F:6])[F:5].[H][H]. Product: [NH2:15][C:10]1[CH:9]=[C:8]([C:3]([F:18])([C:2]([F:1])([F:19])[F:20])[C:4]([F:5])([F:6])[F:7])[CH:13]=[CH:12][C:11]=1[OH:14]. The catalyst class is: 153. (8) Reactant: [NH:1]([C:13]([O:15][C:16]([CH3:19])([CH3:18])[CH3:17])=[O:14])[C@@H:2]([C:10]([OH:12])=O)[CH2:3][C:4]1[CH:9]=[CH:8][CH:7]=[CH:6][CH:5]=1.C1[CH:21]=[CH:22][C:23]2N(O)N=[N:26][C:24]=2C=1.CCN(CC)CC.CCN=C=N[CH2:42][CH2:43][CH2:44][N:45]([CH3:47])[CH3:46]. Product: [CH3:47][N:45]([CH3:46])[C:44]1[CH:43]=[CH:42][C:23]([CH2:24][NH:26][C:10]([C@H:2]([NH:1][C:13](=[O:14])[O:15][C:16]([CH3:19])([CH3:18])[CH3:17])[CH2:3][C:4]2[CH:5]=[CH:6][CH:7]=[CH:8][CH:9]=2)=[O:12])=[CH:22][CH:21]=1. The catalyst class is: 2. (9) Reactant: [F:1][C:2]1[C:3]([N:14]=[C:15]=[N:16][C:17]2[CH:22]=[C:21]([C:23]([F:26])([F:25])[F:24])[CH:20]=[CH:19][C:18]=2[O:27][CH3:28])=[C:4](/[CH:8]=[CH:9]/[C:10]([O:12][CH3:13])=[O:11])[CH:5]=[CH:6][CH:7]=1.[NH:29]1[CH2:34][CH2:33][NH:32][CH2:31][CH2:30]1. Product: [F:1][C:2]1[CH:7]=[CH:6][CH:5]=[C:4]2[C:3]=1[N:14]=[C:15]([N:29]1[CH2:34][CH2:33][N:32]([C:2]3[CH:7]=[CH:6][CH:5]=[C:4]([CH3:8])[CH:3]=3)[CH2:31][CH2:30]1)[N:16]([C:17]1[CH:22]=[C:21]([C:23]([F:26])([F:25])[F:24])[CH:20]=[CH:19][C:18]=1[O:27][CH3:28])[CH:8]2[CH2:9][C:10]([O:12][CH3:13])=[O:11]. The catalyst class is: 4. (10) The catalyst class is: 77. Product: [C:21]1([C:13]2[N:14]3[CH2:19][CH2:18][N:17]([CH3:20])[CH2:16][C:15]3=[C:11]([C:9]([NH:8][C@@H:3]([C:2]([CH3:1])([CH3:29])[CH3:30])[C:4]([NH:6][CH3:7])=[O:5])=[O:10])[N:12]=2)[CH2:27][CH2:28][CH2:23][CH:22]=1. Reactant: [CH3:1][C:2]([CH3:30])([CH3:29])[C@H:3]([NH:8][C:9]([C:11]1[N:12]=[C:13]([C:21]#[C:22][C:23]2[CH:28]=[CH:27]C=CC=2)[N:14]2[CH2:19][CH2:18][N:17]([CH3:20])[CH2:16][C:15]=12)=[O:10])[C:4]([NH:6][CH3:7])=[O:5].C1(B(O)O)CCCC=1.C(=O)([O-])[O-].[K+].[K+].O.